Dataset: Forward reaction prediction with 1.9M reactions from USPTO patents (1976-2016). Task: Predict the product of the given reaction. Given the reactants CO[NH:3][C:4]1[N:5]=[CH:6][CH:7]=[C:8]2[CH:12]=[CH:11][O:10][C:9]=12.C(O)(=O)C, predict the reaction product. The product is: [O:10]1[C:9]2=[C:4]([NH2:3])[N:5]=[CH:6][CH:7]=[C:8]2[CH:12]=[CH:11]1.